The task is: Predict the product of the given reaction.. This data is from Forward reaction prediction with 1.9M reactions from USPTO patents (1976-2016). (1) Given the reactants [CH3:1][C:2]1[CH:7]=[CH:6][CH:5]=[CH:4][C:3]=1[C:8]1[CH:13]=[CH:12][C:11]([CH:14]=O)=[CH:10][CH:9]=1.[C@@H:16]1([NH2:26])[C:25]2[C:20](=[CH:21][CH:22]=[CH:23][CH:24]=2)[CH2:19][CH2:18][CH2:17]1, predict the reaction product. The product is: [CH3:1][C:2]1[CH:7]=[CH:6][CH:5]=[CH:4][C:3]=1[C:8]1[CH:13]=[CH:12][C:11]([CH2:14][NH:26][C@@H:16]2[C:25]3[C:20](=[CH:21][CH:22]=[CH:23][CH:24]=3)[CH2:19][CH2:18][CH2:17]2)=[CH:10][CH:9]=1. (2) Given the reactants [CH2:1]([O:3][C:4]([C:6]1([NH:17][C:18](=[O:27])[C:19]2[CH:24]=[CH:23][CH:22]=[C:21]([CH3:25])[C:20]=2I)[CH2:14][C:13]2[C:8](=[C:9]([F:16])[CH:10]=[CH:11][C:12]=2[F:15])[CH2:7]1)=[O:5])[CH3:2].[CH3:28][C:29]([CH3:40])=[CH:30]B1OC(C)(C)C(C)(C)O1.C([O-])([O-])=O.[K+].[K+].N#N, predict the reaction product. The product is: [CH2:1]([O:3][C:4]([C:6]1([NH:17][C:18](=[O:27])[C:19]2[CH:24]=[CH:23][CH:22]=[C:21]([CH3:25])[C:20]=2[CH:28]=[C:29]([CH3:40])[CH3:30])[CH2:14][C:13]2[C:8](=[C:9]([F:16])[CH:10]=[CH:11][C:12]=2[F:15])[CH2:7]1)=[O:5])[CH3:2]. (3) Given the reactants Cl.Cl.Cl.[NH2:4][C:5]1[N:10]=[CH:9][N:8]=[C:7]2[N:11]([CH:15]([C:17]3[CH:18]=[C:19]([Cl:34])[C:20]([C:32]#[N:33])=[C:21]4[C:27]=3[O:26][CH2:25][CH2:24][N:23]([CH:28]3[CH2:31][NH:30][CH2:29]3)[CH2:22]4)[CH3:16])[N:12]=[C:13]([CH3:14])[C:6]=12.Br[CH2:36][CH2:37][OH:38].C(N(CC)CC)C, predict the reaction product. The product is: [NH2:4][C:5]1[N:10]=[CH:9][N:8]=[C:7]2[N:11]([CH:15]([C:17]3[CH:18]=[C:19]([Cl:34])[C:20]([C:32]#[N:33])=[C:21]4[C:27]=3[O:26][CH2:25][CH2:24][N:23]([CH:28]3[CH2:31][N:30]([CH2:36][CH2:37][OH:38])[CH2:29]3)[CH2:22]4)[CH3:16])[N:12]=[C:13]([CH3:14])[C:6]=12. (4) Given the reactants [CH3:1][CH2:2][CH2:3][C:4]1[CH:5]=[CH:6][CH:7]=[CH:8][CH:9]=1.[C:10]1([S:16](Cl)(=[O:18])=[O:17])[CH:15]=[CH:14][CH:13]=[CH:12][CH:11]=1.[Cl-].[Al+3].[Cl-].[Cl-], predict the reaction product. The product is: [C:10]1([S:16]([C:7]2[CH:8]=[CH:9][C:4]([CH2:3][CH2:2][CH3:1])=[CH:5][CH:6]=2)(=[O:18])=[O:17])[CH:15]=[CH:14][CH:13]=[CH:12][CH:11]=1. (5) Given the reactants ON1C2N=CC=CC=2N=N1.C(N(C(C)C)CC)(C)C.[CH2:20]([NH:22][C:23]([NH:25][C:26]1[N:27]=[C:28]2[CH:33]=[C:32]([C:34]3[CH:35]=[N:36][CH:37]=[CH:38][CH:39]=3)[CH:31]=[CH:30][N:29]2[CH:40]=1)=[O:24])[CH3:21].C(O)(=O)C(C)C.CCN=C=NCCCN(C)C.[ClH:58], predict the reaction product. The product is: [Cl:58][C:40]1[N:29]2[CH:30]=[CH:31][C:32]([C:34]3[CH:35]=[N:36][CH:37]=[CH:38][CH:39]=3)=[CH:33][C:28]2=[N:27][C:26]=1[NH:25][C:23]([NH:22][CH2:20][CH3:21])=[O:24].